This data is from Catalyst prediction with 721,799 reactions and 888 catalyst types from USPTO. The task is: Predict which catalyst facilitates the given reaction. (1) Reactant: [F:1][C:2]([F:31])([F:30])[C:3]([NH:5][C:6]1[CH:7]=[N:8][C:9]([S:16](=[O:29])(=[O:28])[NH:17][C:18]2[CH:19]=[CH:20][C:21]3[CH2:25][O:24][B:23]([OH:26])[C:22]=3[CH:27]=2)=[C:10]([C:12](=[NH:15])[NH:13][OH:14])[CH:11]=1)=[O:4].[C:32](OC(=O)C)(=O)[CH3:33]. Product: [F:31][C:2]([F:1])([F:30])[C:3]([NH:5][C:6]1[CH:7]=[N:8][C:9]([S:16](=[O:28])(=[O:29])[NH:17][C:18]2[CH:19]=[CH:20][C:21]3[CH2:25][O:24][B:23]([OH:26])[C:22]=3[CH:27]=2)=[C:10]([C:12]2[N:15]=[C:32]([CH3:33])[O:14][N:13]=2)[CH:11]=1)=[O:4]. The catalyst class is: 52. (2) Product: [C:25]([O:24][C:22](=[O:23])[NH:21][CH2:20][CH2:19][CH2:18][CH2:17][N:14]1[CH2:15][CH2:16][NH:11][CH2:12][CH2:13]1)([CH3:28])([CH3:26])[CH3:27]. Reactant: C(OC([N:11]1[CH2:16][CH2:15][N:14]([CH2:17][CH2:18][CH2:19][CH2:20][NH:21][C:22]([O:24][C:25]([CH3:28])([CH3:27])[CH3:26])=[O:23])[CH2:13][CH2:12]1)=O)C1C=CC=CC=1.C(O)(=O)C. The catalyst class is: 105. (3) Reactant: [OH:1][CH2:2][CH2:3][O:4][CH2:5][CH2:6][NH:7][C:8](=[O:14])[O:9][C:10]([CH3:13])([CH3:12])[CH3:11].C(N(CC)CC)C.[CH3:22][S:23](Cl)(=[O:25])=[O:24]. Product: [CH3:22][S:23]([O:1][CH2:2][CH2:3][O:4][CH2:5][CH2:6][NH:7][C:8]([O:9][C:10]([CH3:11])([CH3:13])[CH3:12])=[O:14])(=[O:25])=[O:24]. The catalyst class is: 4. (4) Reactant: O=[C:2]1[CH2:11][CH2:10][CH2:9][C:8]2[CH:7]=[C:6]([C:12]([O:14][CH3:15])=[O:13])[CH:5]=[CH:4][C:3]1=2.[CH3:16][O:17][C:18]1[CH:23]=[CH:22][CH:21]=[CH:20][C:19]=1[CH2:24][CH2:25][NH2:26].[BH4-].[Na+].O. Product: [CH3:16][O:17][C:18]1[CH:23]=[CH:22][CH:21]=[CH:20][C:19]=1[CH2:24][CH2:25][NH:26][CH:2]1[CH2:11][CH2:10][CH2:9][C:8]2[CH:7]=[C:6]([C:12]([O:14][CH3:15])=[O:13])[CH:5]=[CH:4][C:3]1=2. The catalyst class is: 8. (5) Reactant: [C:1]([SiH2:5][O:6][C:7]([CH3:46])([CH3:45])[C@@H:8]1[O:12][C:11]([CH3:14])([CH3:13])[O:10][C@@H:9]1[CH2:15][O:16][C:17]1[CH:18]=[C:19]2[C:39](=[CH:40][CH:41]=1)[C:38](=[O:42])[C:22]1[C:23]3[CH:29]=[CH:28][C:27](OS(C(F)(F)F)(=O)=O)=[CH:26][C:24]=3[O:25][C:21]=1[C:20]2([CH3:44])[CH3:43])([CH3:4])([CH3:3])[CH3:2].C(OCC)(=O)C.[CH3:53][N:54](C=O)C. The catalyst class is: 507. Product: [C:1]([SiH2:5][O:6][C:7]([CH3:45])([CH3:46])[C@@H:8]1[O:12][C:11]([CH3:13])([CH3:14])[O:10][C@@H:9]1[CH2:15][O:16][C:17]1[CH:18]=[C:19]2[C:39](=[CH:40][CH:41]=1)[C:38](=[O:42])[C:22]1[C:23]3[CH:29]=[CH:28][C:27]([C:53]#[N:54])=[CH:26][C:24]=3[O:25][C:21]=1[C:20]2([CH3:44])[CH3:43])([CH3:2])([CH3:3])[CH3:4]. (6) Reactant: Cl.[F:2][C:3]1[CH:8]=[C:7]([F:9])[CH:6]=[CH:5][C:4]=1[N:10]1[CH:14]([C:15]2[CH:16]=[C:17]([C:21]3[CH2:22][CH2:23][NH:24][CH2:25][CH:26]=3)[CH:18]=[N:19][CH:20]=2)[CH2:13][C:12]([C:27]([F:33])([F:32])[C:28]([F:31])([F:30])[F:29])=[N:11]1.C(N(CC)CC)C.[CH:41]1([S:44](Cl)(=[O:46])=[O:45])[CH2:43][CH2:42]1. Product: [F:2][C:3]1[CH:8]=[C:7]([F:9])[CH:6]=[CH:5][C:4]=1[N:10]1[CH:14]([C:15]2[CH:16]=[C:17]([C:21]3[CH2:22][CH2:23][N:24]([S:44]([CH:41]4[CH2:43][CH2:42]4)(=[O:46])=[O:45])[CH2:25][CH:26]=3)[CH:18]=[N:19][CH:20]=2)[CH2:13][C:12]([C:27]([F:33])([F:32])[C:28]([F:31])([F:30])[F:29])=[N:11]1. The catalyst class is: 4. (7) Reactant: [NH2:1][C:2]1[N:7]=[CH:6][N:5]=[C:4]2[N:8]([CH:12]([C:14]3[O:15][C:16]4[C:21]([C:22](=[O:31])[C:23]=3[C:24]3[CH:29]=[CH:28][CH:27]=[C:26]([F:30])[CH:25]=3)=[CH:20][CH:19]=[CH:18][CH:17]=4)[CH3:13])[N:9]=[C:10](I)[C:3]=12.[OH:32][CH2:33][C:34]1[S:35][CH:36]=[C:37](B(O)O)[CH:38]=1.C(=O)([O-])[O-].[Na+].[Na+].ClCCl. Product: [NH2:1][C:2]1[N:7]=[CH:6][N:5]=[C:4]2[N:8]([CH:12]([C:14]3[O:15][C:16]4[C:21]([C:22](=[O:31])[C:23]=3[C:24]3[CH:29]=[CH:28][CH:27]=[C:26]([F:30])[CH:25]=3)=[CH:20][CH:19]=[CH:18][CH:17]=4)[CH3:13])[N:9]=[C:10]([C:37]3[CH:38]=[C:34]([CH2:33][OH:32])[S:35][CH:36]=3)[C:3]=12. The catalyst class is: 615. (8) Reactant: [CH2:1]([S:8][C:9]1[CH:10]=[CH:11][C:12]([NH:22][C:23]2[CH:28]=[C:27]([F:29])[C:26]([Br:30])=[CH:25][C:24]=2[O:31][CH3:32])=[C:13](/[CH:15]=[CH:16]/[C:17](OCC)=[O:18])[CH:14]=1)[C:2]1[CH:7]=[CH:6][CH:5]=[CH:4][CH:3]=1.C[O-].[Na+].Cl. Product: [CH2:1]([S:8][C:9]1[CH:14]=[C:13]2[C:12](=[CH:11][CH:10]=1)[N:22]([C:23]1[CH:28]=[C:27]([F:29])[C:26]([Br:30])=[CH:25][C:24]=1[O:31][CH3:32])[C:17](=[O:18])[CH:16]=[CH:15]2)[C:2]1[CH:3]=[CH:4][CH:5]=[CH:6][CH:7]=1. The catalyst class is: 5. (9) Reactant: FC1C=CC(C(Cl)=O)=CC=1.[Cl:11][C:12]1[CH:13]=[C:14]([CH:16]=[CH:17][C:18]=1[O:19][C:20]1[C:29]2[C:24](=[CH:25][C:26]([O:32][CH3:33])=[C:27]([O:30][CH3:31])[CH:28]=2)[N:23]=[CH:22][CH:21]=1)[NH2:15].[F:34][C:35]1[CH:40]=[CH:39][C:38]([C:41]([N:43]=[C:44]=[S:45])=[O:42])=[CH:37][CH:36]=1. Product: [F:34][C:35]1[CH:36]=[CH:37][C:38]([C:41]([N:43]=[C:44]=[S:45])=[O:42])=[CH:39][CH:40]=1.[Cl:11][C:12]1[CH:13]=[C:14]([NH:15][C:44]([NH:43][C:41](=[O:42])[C:38]2[CH:39]=[CH:40][C:35]([F:34])=[CH:36][CH:37]=2)=[S:45])[CH:16]=[CH:17][C:18]=1[O:19][C:20]1[C:29]2[C:24](=[CH:25][C:26]([O:32][CH3:33])=[C:27]([O:30][CH3:31])[CH:28]=2)[N:23]=[CH:22][CH:21]=1. The catalyst class is: 234. (10) Reactant: [Cl:1][C:2]1[CH:7]=[CH:6][CH:5]=[CH:4][C:3]=1[C:8]1[N:13]=[C:12]2[O:14][C:15]([CH3:20])([CH3:19])[CH2:16][C:17](=[O:18])[C:11]2=[CH:10][C:9]=1[C:21]1[CH:26]=[CH:25][C:24]([Cl:27])=[CH:23][CH:22]=1.[Li+].C[Si]([N-][Si](C)(C)C)(C)C.C1COCC1.C1(N[S:50]([C:53]([F:56])([F:55])[F:54])(=[O:52])=[O:51])C=CC=CC=1. Product: [F:54][C:53]([F:56])([F:55])[S:50]([O:18][C:17]1[C:11]2[C:12](=[N:13][C:8]([C:3]3[CH:4]=[CH:5][CH:6]=[CH:7][C:2]=3[Cl:1])=[C:9]([C:21]3[CH:22]=[CH:23][C:24]([Cl:27])=[CH:25][CH:26]=3)[CH:10]=2)[O:14][C:15]([CH3:20])([CH3:19])[CH:16]=1)(=[O:52])=[O:51]. The catalyst class is: 3.